Predict the product of the given reaction. From a dataset of Forward reaction prediction with 1.9M reactions from USPTO patents (1976-2016). (1) Given the reactants [C:1]([NH:4][CH:5]1[CH2:14][CH2:13][C:12]2[C:7](=[C:8]([NH2:17])[CH:9]=[C:10]([F:16])[C:11]=2[CH3:15])[C:6]1=O)(=[O:3])[CH3:2].[CH2:19]([C@:21]1([OH:37])[C:33]2[CH:32]=[C:31]3[N:27]([CH2:28][CH2:29][C:30]3=O)[C:26](=[O:35])[C:25]=2[CH2:24][O:23][C:22]1=[O:36])[CH3:20].C1(C)C=CC(S([O-])(=O)=O)=CC=1.[NH+]1C=CC=CC=1, predict the reaction product. The product is: [C:1]([NH:4][CH:5]1[C:6]2=[C:29]3[CH2:28][N:27]4[C:31](=[CH:32][C:33]5[C@:21]([CH2:19][CH3:20])([OH:37])[C:22](=[O:36])[O:23][CH2:24][C:25]=5[C:26]4=[O:35])[C:30]3=[N:17][C:8]3[CH:9]=[C:10]([F:16])[C:11]([CH3:15])=[C:12]([C:7]=32)[CH2:13][CH2:14]1)(=[O:3])[CH3:2]. (2) The product is: [N:1]1([S:7]([C:10]2[CH:17]=[CH:16][C:13]([CH2:14][NH2:15])=[CH:12][CH:11]=2)(=[O:9])=[O:8])[CH2:2][CH2:3][CH2:4][CH2:5][CH2:6]1. Given the reactants [N:1]1([S:7]([C:10]2[CH:17]=[CH:16][C:13]([C:14]#[N:15])=[CH:12][CH:11]=2)(=[O:9])=[O:8])[CH2:6][CH2:5][CH2:4][CH2:3][CH2:2]1.[OH-].[NH4+].[H][H], predict the reaction product. (3) Given the reactants [C:1]([OH:5])(=[O:4])[CH:2]=[O:3].[F:6][C:7]([F:20])([F:19])[C:8]1[CH:18]=[CH:17][C:11]([CH2:12][NH:13][CH2:14][CH2:15]O)=[CH:10][CH:9]=1.O, predict the reaction product. The product is: [OH:4][CH:1]1[O:5][CH2:15][CH2:14][N:13]([CH2:12][C:11]2[CH:17]=[CH:18][C:8]([C:7]([F:6])([F:19])[F:20])=[CH:9][CH:10]=2)[C:2]1=[O:3]. (4) Given the reactants [Cl:1][C:2]1[N:11]=[CH:10][C:9]2[NH:8][CH2:7][CH:6]3[CH2:12][O:13][CH2:14][CH2:15][N:5]3[C:4]=2[N:3]=1.CC(C)([O-])C.[Na+].Cl[CH2:23][C:24]1[O:25][C:26]([CH:29]2[CH2:31][CH2:30]2)=[N:27][N:28]=1, predict the reaction product. The product is: [Cl:1][C:2]1[N:11]=[CH:10][C:9]2[N:8]([CH2:23][C:24]3[O:25][C:26]([CH:29]4[CH2:31][CH2:30]4)=[N:27][N:28]=3)[CH2:7][CH:6]3[CH2:12][O:13][CH2:14][CH2:15][N:5]3[C:4]=2[N:3]=1. (5) Given the reactants [NH2:1][C:2]1[C:7]([F:8])=[C:6](Cl)[N:5]=[C:4]([C:10]([O:12][CH3:13])=[O:11])[C:3]=1[O:14][CH3:15].[CH2:16]([Sn](CCCC)(CCCC)C=C)[CH2:17]CC, predict the reaction product. The product is: [NH2:1][C:2]1[C:7]([F:8])=[C:6]([CH:16]=[CH2:17])[N:5]=[C:4]([C:10]([O:12][CH3:13])=[O:11])[C:3]=1[O:14][CH3:15]. (6) Given the reactants C([N:8]1[CH:12]=[C:11]([C:13]2[C:14]([O:19][C:20]3[CH:21]=[C:22]([CH:35]=[CH:36][C:37]=3[CH3:38])[C:23]([NH:25][C:26]3[CH:31]=[CH:30][CH:29]=[C:28]([CH:32]([CH3:34])[CH3:33])[CH:27]=3)=[O:24])=[N:15][CH:16]=[CH:17][CH:18]=2)[CH:10]=[N:9]1)C1C=CC=CC=1, predict the reaction product. The product is: [NH:8]1[CH:12]=[C:11]([C:13]2[C:14]([O:19][C:20]3[CH:21]=[C:22]([CH:35]=[CH:36][C:37]=3[CH3:38])[C:23]([NH:25][C:26]3[CH:31]=[CH:30][CH:29]=[C:28]([CH:32]([CH3:34])[CH3:33])[CH:27]=3)=[O:24])=[N:15][CH:16]=[CH:17][CH:18]=2)[CH:10]=[N:9]1. (7) Given the reactants [Cl:1][C:2]1[C:3](F)=[C:4]([CH:13]=[CH:14][CH:15]=1)[CH2:5][N:6]1[CH2:10][CH2:9][CH2:8][CH:7]1[CH2:11][OH:12].[H-].[Na+].CO, predict the reaction product. The product is: [Cl:1][C:2]1[C:3]2[O:12][CH2:11][CH:7]3[CH2:8][CH2:9][CH2:10][N:6]3[CH2:5][C:4]=2[CH:13]=[CH:14][CH:15]=1.